Dataset: Merck oncology drug combination screen with 23,052 pairs across 39 cell lines. Task: Regression. Given two drug SMILES strings and cell line genomic features, predict the synergy score measuring deviation from expected non-interaction effect. (1) Drug 1: O=S1(=O)NC2(CN1CC(F)(F)F)C1CCC2Cc2cc(C=CCN3CCC(C(F)(F)F)CC3)ccc2C1. Drug 2: NC1CCCCC1N.O=C(O)C(=O)O.[Pt+2]. Cell line: VCAP. Synergy scores: synergy=-3.94. (2) Drug 1: Cc1nc(Nc2ncc(C(=O)Nc3c(C)cccc3Cl)s2)cc(N2CCN(CCO)CC2)n1. Synergy scores: synergy=51.3. Drug 2: CCC1(O)C(=O)OCc2c1cc1n(c2=O)Cc2cc3c(CN(C)C)c(O)ccc3nc2-1. Cell line: SW620. (3) Drug 1: O=C(NOCC(O)CO)c1ccc(F)c(F)c1Nc1ccc(I)cc1F. Drug 2: CCc1c2c(nc3ccc(O)cc13)-c1cc3c(c(=O)n1C2)COC(=O)C3(O)CC. Cell line: NCIH520. Synergy scores: synergy=-3.55. (4) Drug 1: N#Cc1ccc(Cn2cncc2CN2CCN(c3cccc(Cl)c3)C(=O)C2)cc1. Drug 2: NC(=O)c1cccc2cn(-c3ccc(C4CCCNC4)cc3)nc12. Cell line: ES2. Synergy scores: synergy=8.84. (5) Drug 1: CN(C)C(=N)N=C(N)N. Drug 2: COC1=C2CC(C)CC(OC)C(O)C(C)C=C(C)C(OC(N)=O)C(OC)C=CC=C(C)C(=O)NC(=CC1=O)C2=O. Cell line: ZR751. Synergy scores: synergy=-19.4.